Dataset: Full USPTO retrosynthesis dataset with 1.9M reactions from patents (1976-2016). Task: Predict the reactants needed to synthesize the given product. (1) Given the product [CH3:1][O:2][C:3]1[CH:4]=[C:5]2[C:9](=[CH:10][CH:11]=1)[N:8]([CH2:12][CH2:13][N:14]1[CH2:15][CH2:16][N:17]([CH3:20])[CH2:18][CH2:19]1)[C:7]([C:21]1[C:22]([CH3:28])=[N:23][N:24]([CH3:27])[C:25]=1[CH3:26])=[C:6]2/[CH:29]=[C:42]1\[O:43][C:39]2[CH:38]=[CH:37][C:36]([NH:35][C:33]([NH:32][CH3:31])=[O:34])=[CH:45][C:40]=2[C:41]\1=[O:44], predict the reactants needed to synthesize it. The reactants are: [CH3:1][O:2][C:3]1[CH:4]=[C:5]2[C:9](=[CH:10][CH:11]=1)[N:8]([CH2:12][CH2:13][N:14]1[CH2:19][CH2:18][N:17]([CH3:20])[CH2:16][CH2:15]1)[C:7]([C:21]1[C:22]([CH3:28])=[N:23][N:24]([CH3:27])[C:25]=1[CH3:26])=[C:6]2[CH:29]=O.[CH3:31][NH:32][C:33]([NH:35][C:36]1[CH:37]=[CH:38][C:39]2[O:43][CH2:42][C:41](=[O:44])[C:40]=2[CH:45]=1)=[O:34].C([O-])([O-])=O.[Na+].[Na+]. (2) Given the product [Cl:32][C:24]1[C:25]([O:30][CH3:31])=[CH:26][C:27]([O:28][CH3:29])=[C:2]([Cl:1])[C:3]=1[CH2:4][O:5][C:6]1[CH:7]=[N:8][C:9]([NH:12][C:13]2[CH:14]=[N:15][N:16]([CH:18]3[CH2:23][CH2:22][N:21]([CH2:47][CH2:46][O:45][CH3:44])[CH2:20][CH2:19]3)[CH:17]=2)=[N:10][CH:11]=1, predict the reactants needed to synthesize it. The reactants are: [Cl:1][C:2]1[C:27]([O:28][CH3:29])=[CH:26][C:25]([O:30][CH3:31])=[C:24]([Cl:32])[C:3]=1[CH2:4][O:5][C:6]1[CH:7]=[N:8][C:9]([NH:12][C:13]2[CH:14]=[N:15][N:16]([CH:18]3[CH2:23][CH2:22][NH:21][CH2:20][CH2:19]3)[CH:17]=2)=[N:10][CH:11]=1.C(=O)([O-])[O-].[K+].[K+].CN(C)C=O.[CH3:44][O:45][CH2:46][CH2:47]Br.